This data is from Full USPTO retrosynthesis dataset with 1.9M reactions from patents (1976-2016). The task is: Predict the reactants needed to synthesize the given product. (1) Given the product [Br:16][C:17]1[C:22]([O:23][CH2:24][C:25]([NH:7][CH2:6][C:5]2[CH:8]=[CH:9][C:10]([NH:11][S:12]([CH3:15])(=[O:14])=[O:13])=[C:3]([F:2])[CH:4]=2)=[O:26])=[CH:21][CH:20]=[C:19]([C:28]([CH3:31])([CH3:30])[CH3:29])[N:18]=1, predict the reactants needed to synthesize it. The reactants are: Cl.[F:2][C:3]1[CH:4]=[C:5]([CH:8]=[CH:9][C:10]=1[NH:11][S:12]([CH3:15])(=[O:14])=[O:13])[CH2:6][NH2:7].[Br:16][C:17]1[C:22]([O:23][CH2:24][C:25](O)=[O:26])=[CH:21][CH:20]=[C:19]([C:28]([CH3:31])([CH3:30])[CH3:29])[N:18]=1.C[N+]1(C2N=C(OC)N=C(OC)N=2)CCOCC1.[Cl-].CCN(CC)CC. (2) Given the product [CH3:28][C:3]1([CH3:29])[CH:2]([C:30]2[CH:39]=[CH:38][C:37]3[C:32](=[CH:33][CH:34]=[CH:35][CH:36]=3)[CH:31]=2)[C:6]2[C:7]([CH3:27])=[C:8]([N:13]3[CH2:18][CH2:17][N:16]([C:19]4[CH:20]=[CH:21][C:22]([O:25][CH3:26])=[CH:23][CH:24]=4)[CH2:15][CH2:14]3)[C:9]([CH3:12])=[C:10]([CH3:11])[C:5]=2[O:4]1, predict the reactants needed to synthesize it. The reactants are: O[C:2]1([C:30]2[CH:39]=[CH:38][C:37]3[C:32](=[CH:33][CH:34]=[CH:35][CH:36]=3)[CH:31]=2)[C:6]2[C:7]([CH3:27])=[C:8]([N:13]3[CH2:18][CH2:17][N:16]([C:19]4[CH:24]=[CH:23][C:22]([O:25][CH3:26])=[CH:21][CH:20]=4)[CH2:15][CH2:14]3)[C:9]([CH3:12])=[C:10]([CH3:11])[C:5]=2[O:4][C:3]1([CH3:29])[CH3:28].